Task: Predict the reactants needed to synthesize the given product.. Dataset: Full USPTO retrosynthesis dataset with 1.9M reactions from patents (1976-2016) Given the product [Cl:26][C:22]1[CH:21]=[C:20]([C:19]2[NH:15][C:12]3[C:13](=[O:14])[N:8]([CH2:7][CH2:6][CH2:5][O:4][C:1](=[O:3])[CH3:2])[C:9](=[O:28])[N:10]([CH3:27])[C:11]=3[CH:18]=2)[CH:25]=[CH:24][CH:23]=1, predict the reactants needed to synthesize it. The reactants are: [C:1]([O:4][CH2:5][CH2:6][CH2:7][N:8]1[C:13](=[O:14])[C:12]([N+:15]([O-])=O)=[C:11](/[CH:18]=[CH:19]/[C:20]2[CH:25]=[CH:24][CH:23]=[C:22]([Cl:26])[CH:21]=2)[N:10]([CH3:27])[C:9]1=[O:28])(=[O:3])[CH3:2].[O-]S(S([O-])=O)=O.[Na+].[Na+].